Dataset: Reaction yield outcomes from USPTO patents with 853,638 reactions. Task: Predict the reaction yield, written as a fraction of the theoretical maximum amount of product (1.0 means a 100% yield; for example, 0.34 means a 34% yield). The reactants are [C:1]([O:5][C:6](=[O:9])[CH2:7]Br)([CH3:4])([CH3:3])[CH3:2].[C:10]([O:14][C:15](=[O:44])[NH:16][C:17]([C:19]1[S:20][C:21]([S:42][CH3:43])=[C:22]([S:24]([C:27]2[CH:28]=[C:29]([C:33]3[C:38]([CH3:39])=[CH:37][C:36]([OH:40])=[CH:35][C:34]=3[CH3:41])[CH:30]=[CH:31][CH:32]=2)(=[O:26])=[O:25])[CH:23]=1)=[NH:18])([CH3:13])([CH3:12])[CH3:11].C(=O)([O-])[O-].[K+].[K+]. The catalyst is CC(C)=O. The product is [C:1]([O:5][C:6](=[O:9])[CH2:7][O:40][C:36]1[CH:35]=[C:34]([CH3:41])[C:33]([C:29]2[CH:30]=[CH:31][CH:32]=[C:27]([S:24]([C:22]3[CH:23]=[C:19]([C:17]([NH:16][C:15]([O:14][C:10]([CH3:12])([CH3:13])[CH3:11])=[O:44])=[NH:18])[S:20][C:21]=3[S:42][CH3:43])(=[O:26])=[O:25])[CH:28]=2)=[C:38]([CH3:39])[CH:37]=1)([CH3:4])([CH3:3])[CH3:2]. The yield is 0.280.